From a dataset of Full USPTO retrosynthesis dataset with 1.9M reactions from patents (1976-2016). Predict the reactants needed to synthesize the given product. (1) Given the product [C:59]([O:58][C:56]([NH:51][C@@H:50]([CH2:54][CH2:53][C:52]([C:3]1[C:2]([Cl:1])=[CH:7][N:6]=[C:5]([C:8]([F:11])([F:10])[F:9])[CH:4]=1)=[O:55])[C:49]([O:48][CH2:46][CH3:47])=[O:63])=[O:57])([CH3:60])([CH3:62])[CH3:61], predict the reactants needed to synthesize it. The reactants are: [Cl:1][C:2]1[C:3](I)=[CH:4][C:5]([C:8]([F:11])([F:10])[F:9])=[N:6][CH:7]=1.ClC1C=CC(C(F)(F)F)=CC=1[C@H]1N(C(OC(C)(C)C)=O)[C@H](C(OCC)=O)CC1.C([Li])CCC.[CH2:46]([O:48][C:49](=[O:63])[C@@H:50]1[CH2:54][CH2:53][C:52](=[O:55])[N:51]1[C:56]([O:58][C:59]([CH3:62])([CH3:61])[CH3:60])=[O:57])[CH3:47].[NH4+].[Cl-]. (2) Given the product [C:1]([O:5][C:6](=[O:32])[NH:7][C:8]1[CH:9]=[CH:10][C:11]([S:14][C:15]2[CH:20]=[CH:19][C:18]([O:21][CH2:22][C:23]3[CH:24]=[CH:25][CH:26]=[CH:27][CH:28]=3)=[CH:17][C:16]=2[NH2:29])=[CH:12][CH:13]=1)([CH3:4])([CH3:2])[CH3:3], predict the reactants needed to synthesize it. The reactants are: [C:1]([O:5][C:6](=[O:32])[NH:7][C:8]1[CH:13]=[CH:12][C:11]([S:14][C:15]2[CH:20]=[CH:19][C:18]([O:21][CH2:22][C:23]3[CH:28]=[CH:27][CH:26]=[CH:25][CH:24]=3)=[CH:17][C:16]=2[N+:29]([O-])=O)=[CH:10][CH:9]=1)([CH3:4])([CH3:3])[CH3:2].[Cl-].[NH4+].O1CCCC1.O. (3) Given the product [C:18]([O:22][C:23](=[O:49])[NH:24][CH:25]([C:40]1[CH:41]=[CH:42][C:43]([C:46](=[O:47])[NH:8][C:7]2[CH:6]=[CH:5][N:4]=[CH:3][C:2]=2[CH3:1])=[CH:44][CH:45]=1)[CH2:26][NH:27][C:28]([C:30]1([C:33]2[CH:38]=[CH:37][C:36]([Cl:39])=[CH:35][CH:34]=2)[CH2:31][CH2:32]1)=[O:29])([CH3:21])([CH3:19])[CH3:20], predict the reactants needed to synthesize it. The reactants are: [CH3:1][C:2]1[CH:3]=[N:4][CH:5]=[CH:6][C:7]=1[NH2:8].CCN(C(C)C)C(C)C.[C:18]([O:22][C:23](=[O:49])[NH:24][CH:25]([C:40]1[CH:45]=[CH:44][C:43]([C:46](Cl)=[O:47])=[CH:42][CH:41]=1)[CH2:26][NH:27][C:28]([C:30]1([C:33]2[CH:38]=[CH:37][C:36]([Cl:39])=[CH:35][CH:34]=2)[CH2:32][CH2:31]1)=[O:29])([CH3:21])([CH3:20])[CH3:19]. (4) Given the product [CH2:14]([C:2]1([CH2:24][CH:23]=[CH2:22])[C:1](=[O:11])[C:9]2[C:4](=[CH:5][CH:6]=[CH:7][CH:8]=2)[C:3]1=[O:10])[CH:15]=[CH2:16], predict the reactants needed to synthesize it. The reactants are: [C:1]1(=[O:11])[C:9]2[C:4](=[CH:5][CH:6]=[CH:7][CH:8]=2)[C:3](=[O:10])[CH2:2]1.O1[CH2:16][CH2:15][CH2:14]C1.C([O-])(=O)C.N12CCCN=C1CC[CH2:24][CH2:23][CH2:22]2. (5) Given the product [ClH:30].[CH3:1][N:2]([CH2:3][C:4]1[C:8]2[CH:9]=[CH:10][CH:11]=[CH:12][C:7]=2[O:6][C:5]=1[CH3:13])[C:51](=[O:52])/[CH:50]=[CH:49]/[C:46]1[CH:47]=[N:48][C:42]2[NH:41][C:40](=[O:54])[N:39]([CH2:38][CH2:37][N:31]3[CH2:32][CH2:33][O:34][CH2:35][CH2:36]3)[CH2:44][C:43]=2[CH:45]=1, predict the reactants needed to synthesize it. The reactants are: [CH3:1][NH:2][CH2:3][C:4]1[C:8]2[CH:9]=[CH:10][CH:11]=[CH:12][C:7]=2[O:6][C:5]=1[CH3:13].CNCC1C=CC2C(=CC=CC=2)C=1CCC.[ClH:30].[N:31]1([CH2:37][CH2:38][N:39]2[CH2:44][C:43]3[CH:45]=[C:46](/[CH:49]=[CH:50]/[C:51](O)=[O:52])[CH:47]=[N:48][C:42]=3[NH:41][C:40]2=[O:54])[CH2:36][CH2:35][O:34][CH2:33][CH2:32]1.Cl.CN1CC2C=C(/C=C/C(O)=O)C=NC=2NC(=O)C1.